Predict the product of the given reaction. From a dataset of Forward reaction prediction with 1.9M reactions from USPTO patents (1976-2016). (1) Given the reactants C([Si](C)(C)[O:6][CH2:7][CH2:8][N:9]([CH2:42][CH2:43][O:44][Si](C)(C)C(C)(C)C)[C:10]1[CH:11]=[C:12]([N:16]2[C:20]([NH:21][C:22]([NH:24][C:25]3[CH:30]=[CH:29][C:28]([O:31][C:32]4[CH:37]=[CH:36][N:35]=[CH:34][CH:33]=4)=[CH:27][CH:26]=3)=[O:23])=[CH:19][C:18]([C:38]([CH3:41])([CH3:40])[CH3:39])=[N:17]2)[CH:13]=[CH:14][CH:15]=1)(C)(C)C.C(O)(C(F)(F)F)=O.C([O-])(O)=O.[Na+], predict the reaction product. The product is: [OH:6][CH2:7][CH2:8][N:9]([CH2:42][CH2:43][OH:44])[C:10]1[CH:11]=[C:12]([N:16]2[C:20]([NH:21][C:22]([NH:24][C:25]3[CH:30]=[CH:29][C:28]([O:31][C:32]4[CH:33]=[CH:34][N:35]=[CH:36][CH:37]=4)=[CH:27][CH:26]=3)=[O:23])=[CH:19][C:18]([C:38]([CH3:39])([CH3:40])[CH3:41])=[N:17]2)[CH:13]=[CH:14][CH:15]=1. (2) Given the reactants C[Si]([N-][Si](C)(C)C)(C)C.[Li+].[Cl:11][C:12]1[CH:13]=[C:14]([CH2:27][C:28]([O:30][CH3:31])=[O:29])[CH:15]=[CH:16][C:17]=1[B:18]1[O:22][C:21]([CH3:24])([CH3:23])[C:20]([CH3:26])([CH3:25])[O:19]1.Br[CH2:33][CH2:34]Br, predict the reaction product. The product is: [Cl:11][C:12]1[CH:13]=[C:14]([C:27]2([C:28]([O:30][CH3:31])=[O:29])[CH2:34][CH2:33]2)[CH:15]=[CH:16][C:17]=1[B:18]1[O:22][C:21]([CH3:23])([CH3:24])[C:20]([CH3:25])([CH3:26])[O:19]1. (3) The product is: [Cl:1][C:2]1[CH:3]=[C:4]([C:9]2([CH:15]([C:17]3[CH:22]=[CH:21][CH:20]=[CH:19][N:18]=3)[OH:16])[CH2:14][CH2:13][N:12]([CH3:25])[CH2:11][CH2:10]2)[CH:5]=[CH:6][C:7]=1[Cl:8]. Given the reactants [Cl:1][C:2]1[CH:3]=[C:4]([C:9]2([CH:15]([C:17]3[CH:22]=[CH:21][CH:20]=[CH:19][N:18]=3)[OH:16])[CH2:14][CH2:13][NH:12][CH2:11][CH2:10]2)[CH:5]=[CH:6][C:7]=1[Cl:8].C=O.[CH:25](O)=O.Cl, predict the reaction product. (4) Given the reactants Cl[C:2]1[CH:9]=[C:8]([NH:10][CH3:11])[C:7]([N+:12]([O-:14])=[O:13])=[CH:6][C:3]=1[C:4]#[N:5].[F:15][C:16]([F:24])([F:23])[CH:17]1[CH2:22][CH2:21][NH:20][CH2:19][CH2:18]1.C([O-])([O-])=O.[K+].[K+].[NH4+].[OH-], predict the reaction product. The product is: [CH3:11][NH:10][C:8]1[C:7]([N+:12]([O-:14])=[O:13])=[CH:6][C:3]([C:4]#[N:5])=[C:2]([N:20]2[CH2:21][CH2:22][CH:17]([C:16]([F:24])([F:23])[F:15])[CH2:18][CH2:19]2)[CH:9]=1. (5) Given the reactants C(N(C(C)C)CC)(C)C.[F:10][CH:11]([F:39])[C:12]1[N:16]([C:17]2[N:22]=[C:21]([N:23]3[CH2:28][CH2:27][NH:26][CH2:25][CH2:24]3)[CH:20]=[C:19]([N:29]3[CH2:34][CH2:33][O:32][CH2:31][CH2:30]3)[N:18]=2)[C:15]2[CH:35]=[CH:36][CH:37]=[CH:38][C:14]=2[N:13]=1.[CH3:40][N:41]1[CH2:46][CH2:45][N:44]([C:47](Cl)=[O:48])[CH2:43][CH2:42]1, predict the reaction product. The product is: [F:39][CH:11]([F:10])[C:12]1[N:16]([C:17]2[N:22]=[C:21]([N:23]3[CH2:28][CH2:27][N:26]([C:47]([N:44]4[CH2:45][CH2:46][N:41]([CH3:40])[CH2:42][CH2:43]4)=[O:48])[CH2:25][CH2:24]3)[CH:20]=[C:19]([N:29]3[CH2:30][CH2:31][O:32][CH2:33][CH2:34]3)[N:18]=2)[C:15]2[CH:35]=[CH:36][CH:37]=[CH:38][C:14]=2[N:13]=1. (6) Given the reactants [CH3:1][Si:2]([CH3:9])([CH3:8])[O:3][C:4]([CH:6]=[CH2:7])=[CH2:5].[C:10]1(=[CH:13][C:14]([O:16][CH2:17][CH3:18])=[O:15])[CH2:12][CH2:11]1, predict the reaction product. The product is: [CH3:1][Si:2]([CH3:9])([CH3:8])[O:3][C:4]1[CH2:5][C:10]2([CH2:12][CH2:11]2)[CH:13]([C:14]([O:16][CH2:17][CH3:18])=[O:15])[CH2:7][CH:6]=1. (7) Given the reactants Br[C:2]1[CH:7]=[C:6]([F:8])[C:5]([F:9])=[CH:4][C:3]=1[O:10][CH3:11].C([Li])CCC.CON(C)[C:20]([C:22]1[C:23]([NH2:31])=[N:24][C:25]([S:28][CH2:29][CH3:30])=[N:26][CH:27]=1)=[O:21], predict the reaction product. The product is: [NH2:31][C:23]1[C:22]([C:20]([C:2]2[CH:7]=[C:6]([F:8])[C:5]([F:9])=[CH:4][C:3]=2[O:10][CH3:11])=[O:21])=[CH:27][N:26]=[C:25]([S:28][CH2:29][CH3:30])[N:24]=1. (8) Given the reactants Cl.[Cl:2][C:3]1[CH:8]=[CH:7][CH:6]=[CH:5][C:4]=1[N:9]1[CH2:14][CH2:13][NH:12][CH2:11][C:10]1=[O:15].C(N(C(C)C)C(C)C)C.[Cl:25][C:26]1[CH:34]=[C:33]([F:35])[CH:32]=[CH:31][C:27]=1[C:28](Cl)=[O:29].C(O)(=O)CC(CC(O)=O)(C(O)=O)O, predict the reaction product. The product is: [Cl:25][C:26]1[CH:34]=[C:33]([F:35])[CH:32]=[CH:31][C:27]=1[C:28]([N:12]1[CH2:13][CH2:14][N:9]([C:4]2[CH:5]=[CH:6][CH:7]=[CH:8][C:3]=2[Cl:2])[C:10](=[O:15])[CH2:11]1)=[O:29].